Dataset: Catalyst prediction with 721,799 reactions and 888 catalyst types from USPTO. Task: Predict which catalyst facilitates the given reaction. (1) Reactant: [C:1]1([C:7]2[O:11][N:10]=[C:9]([C:12]3[CH:21]=[CH:20][C:15]([C:16]([O:18]C)=[O:17])=[CH:14][CH:13]=3)[CH:8]=2)[CH:6]=[CH:5][CH:4]=[CH:3][CH:2]=1.Cl.C(O)(=O)C. Product: [C:1]1([C:7]2[O:11][N:10]=[C:9]([C:12]3[CH:13]=[CH:14][C:15]([C:16]([OH:18])=[O:17])=[CH:20][CH:21]=3)[CH:8]=2)[CH:2]=[CH:3][CH:4]=[CH:5][CH:6]=1. The catalyst class is: 6. (2) Reactant: [C:1]1([N:7]2[C:20]3[C:15](=[CH:16][CH:17]=[CH:18][CH:19]=3)[CH2:14][C:13]3[CH:12]=[CH:11][CH:10]=[CH:9][C:8]2=3)[CH:6]=[CH:5][CH:4]=[CH:3][CH:2]=1.C([Li])CCC.[C:26](=[O:28])=[O:27]. Product: [C:1]1([N:7]2[C:8]3[C:13](=[CH:12][CH:11]=[CH:10][CH:9]=3)[CH:14]([C:26]([OH:28])=[O:27])[C:15]3[CH:16]=[CH:17][CH:18]=[CH:19][C:20]2=3)[CH:2]=[CH:3][CH:4]=[CH:5][CH:6]=1. The catalyst class is: 20. (3) The catalyst class is: 7. Reactant: [C:1]1(=[O:11])[NH:5][C:4](=[O:6])[C:3]2=[CH:7][CH:8]=[CH:9][CH:10]=[C:2]12.C1(P(C2C=CC=CC=2)C2C=CC=CC=2)C=CC=CC=1.[Cl:31][C:32]1[S:44][C:35]2=[N:36][C:37]([Cl:43])=[C:38]([C@H:40](O)[CH3:41])[CH:39]=[C:34]2[CH:33]=1.N(C(OC(C)C)=O)=NC(OC(C)C)=O. Product: [Cl:31][C:32]1[S:44][C:35]2=[N:36][C:37]([Cl:43])=[C:38]([C@@H:40]([N:5]3[C:1](=[O:11])[C:2]4[C:3](=[CH:7][CH:8]=[CH:9][CH:10]=4)[C:4]3=[O:6])[CH3:41])[CH:39]=[C:34]2[CH:33]=1.